This data is from Experimentally validated miRNA-target interactions with 360,000+ pairs, plus equal number of negative samples. The task is: Binary Classification. Given a miRNA mature sequence and a target amino acid sequence, predict their likelihood of interaction. (1) The miRNA is mmu-miR-129-2-3p with sequence AAGCCCUUACCCCAAAAAGCAU. The protein sequence of the target gene is MAEVEETLKRIQSHKGVIGTMVVNAEGIPIRTTLDNSTTVQYAGLLHHLTMKAKSTVRDIDPQNDLTFLRIRSKKHEIMVAPDKEYLLIVIQNPCE. Result: 0 (no interaction). (2) The miRNA is mmu-miR-21a-5p with sequence UAGCUUAUCAGACUGAUGUUGA. The protein sequence of the target gene is MAPEASPERSCSLHTCPLEDPTGAPVPPPTVSTLQAIDPTSPLTAGHFAFPRAPQDYQEGSSLLGLGDQASLCAHVSNLSTSIDTSQHDGVWKQPSVQRHVVSVRQERTFRMPKSYSHMIADWPVAVIVGCLAFIFLCTLAGLLGSPPLDFSEPLLGFEPRDTEIGRRLEVWKAMQALTGPKNLLSLSPDPEMNSSSLLSTLSPAAWGRAEESVVRTKRMVGPVEVKEEENFFCGRPEKSHAKLVFVSTSGGSLWNLQAIHSMCRIEQEQIRSHISFGALCQRSAANECCPSWSLGNYLA.... Result: 0 (no interaction). (3) The miRNA is hsa-miR-215-5p with sequence AUGACCUAUGAAUUGACAGAC. The protein sequence of the target gene is MEPAGGGGGVSSSTDPRSTYVLSNLAEVVERVFTFLPAKALLRVAGVCRLWRECVRRVLRTHRSVTWISAGVAEAGHLEGHCLVRVVAEALENVRILPQTVLYMADSETFISLEECRGHKRARKRTTMETACALEKLFPKQCQVLGIVTPGIVVTPMGSGSNRPQEIEIGESGFALLFPQIEGIKIQPFHFIKDSKNLTLERHQLTEVGLLDNPELRVVLVFGYNCCKVGASNYLHRVVSTFSDMNIILAGGQVDNLSSLTCEKNPLDIDATGVVGLSFSGHRIQSATVLLTEDVNDAKT.... Result: 0 (no interaction). (4) The miRNA is hsa-miR-431-3p with sequence CAGGUCGUCUUGCAGGGCUUCU. The protein sequence of the target gene is MAAAALRSGWCRCPRRCLGSGIQFLSSHNLPHGSTYQMRRPGGELPLSKSYSSGNRKGFLSGLLDNVKQELAKNKEMKESIKKFRDEARRLEESDVLQEARRKYKTIESETVRTSEVLRKKLGELTGTVKESLHEVSKSDLGRKIKEGVEEAAKTAKQSAESVSKGGEKLGRTAAFRALSQGVESVKKEIDDSVLGQTGPYRRPQRLRKRTEFAGDKFKEEKVFEPNEEALGVVLHKDSKWYQQWKDFKENNVVFNRFFEMKMKYDESDNAFIRASRALTDKVTDLLGGLFSKTEMSEVL.... Result: 0 (no interaction).